From a dataset of Full USPTO retrosynthesis dataset with 1.9M reactions from patents (1976-2016). Predict the reactants needed to synthesize the given product. The reactants are: Cl.[CH3:2][N:3]([CH3:10])[C:4]([NH:6][C:7](=[NH:9])[NH2:8])=[NH:5].O. Given the product [CH3:2][N:3]([C:4]([NH:6][C:7]([NH2:9])=[NH:8])=[NH:5])[CH3:10], predict the reactants needed to synthesize it.